This data is from TCR-epitope binding with 47,182 pairs between 192 epitopes and 23,139 TCRs. The task is: Binary Classification. Given a T-cell receptor sequence (or CDR3 region) and an epitope sequence, predict whether binding occurs between them. (1) The epitope is KLNVGDYFV. The TCR CDR3 sequence is CASTLTRVNSPLHF. Result: 0 (the TCR does not bind to the epitope). (2) Result: 0 (the TCR does not bind to the epitope). The TCR CDR3 sequence is CASSQDFFSTDTQYF. The epitope is FLRGRAYGL. (3) The epitope is YVLDHLIVV. The TCR CDR3 sequence is CASSRGQGSADTQYF. Result: 1 (the TCR binds to the epitope). (4) The epitope is YFPLQSYGF. The TCR CDR3 sequence is CASSYETGLGDTEAFF. Result: 1 (the TCR binds to the epitope). (5) The epitope is HPVGEADYFEY. The TCR CDR3 sequence is CASSRQGGQTTDTQYF. Result: 0 (the TCR does not bind to the epitope). (6) The TCR CDR3 sequence is CASSSRQGAYTEAFF. Result: 0 (the TCR does not bind to the epitope). The epitope is LLWNGPMAV.